This data is from Reaction yield outcomes from USPTO patents with 853,638 reactions. The task is: Predict the reaction yield, written as a fraction of the theoretical maximum amount of product (1.0 means a 100% yield; for example, 0.34 means a 34% yield). (1) The reactants are [F:1][C:2]1[CH:3]=[C:4]([C:10]2[C:11]([C:17]3[CH:22]=[CH:21][C:20]([O:23][CH3:24])=[CH:19][CH:18]=3)=[CH:12][C:13](=[O:16])[NH:14][N:15]=2)[CH:5]=[CH:6][C:7]=1[O:8][CH3:9].[CH2:25](Br)[C:26]1[CH:31]=[CH:30][CH:29]=[CH:28][CH:27]=1. No catalyst specified. The product is [CH2:25]([N:14]1[C:13](=[O:16])[CH:12]=[C:11]([C:17]2[CH:18]=[CH:19][C:20]([O:23][CH3:24])=[CH:21][CH:22]=2)[C:10]([C:4]2[CH:5]=[CH:6][C:7]([O:8][CH3:9])=[C:2]([F:1])[CH:3]=2)=[N:15]1)[C:26]1[CH:31]=[CH:30][CH:29]=[CH:28][CH:27]=1. The yield is 0.958. (2) The reactants are P([O-])([O-])([O-])=O.[K+].[K+].[K+].N[C@@H]1CCCC[C@H]1N.I[C:18]1[CH:23]=[CH:22][CH:21]=[CH:20][C:19]=1[CH2:24][CH2:25][CH:26]([CH3:28])[CH3:27].[C:29]([O:33][C:34]([N:36]1[CH2:41][CH2:40][NH:39][C:38](=[O:42])[CH2:37]1)=[O:35])([CH3:32])([CH3:31])[CH3:30]. The catalyst is [Cu](I)I. The product is [C:29]([O:33][C:34]([N:36]1[CH2:41][CH2:40][N:39]([C:18]2[CH:23]=[CH:22][CH:21]=[CH:20][C:19]=2[CH2:24][CH2:25][CH:26]([CH3:28])[CH3:27])[C:38](=[O:42])[CH2:37]1)=[O:35])([CH3:32])([CH3:30])[CH3:31]. The yield is 0.290. (3) The reactants are [O:1]=[C:2]([N:10]1[CH2:14][CH2:13][CH2:12][C@H:11]1[C:15]([OH:17])=[O:16])[C:3](=[O:9])[C:4]([CH3:8])([CH3:7])[CH2:5][CH3:6].[C:18]1([CH2:24][CH2:25][CH2:26]O)[CH:23]=[CH:22][CH:21]=[CH:20][CH:19]=1.C1(N=C=NC2CCCCC2)CCCCC1.C12(CS(O)(=O)=O)C(C)(C)C(CC1)CC2=O. The catalyst is CN(C)C1C=CN=CC=1.C(Cl)Cl. The product is [CH3:8][C:4]([CH3:7])([CH2:5][CH3:6])[C:3](=[O:9])[C:2]([N:10]1[CH2:14][CH2:13][CH2:12][C@H:11]1[C:15]([O:17][CH2:26][CH2:25][CH2:24][C:18]1[CH:23]=[CH:22][CH:21]=[CH:20][CH:19]=1)=[O:16])=[O:1]. The yield is 0.800. (4) The reactants are [CH:1]1([C:6]([C:8]2[CH:13]=[C:12]([CH3:14])[CH:11]=[CH:10][C:9]=2[NH:15][C:16](=[O:30])[NH:17][C:18]2[S:19][CH:20]=[C:21]([CH2:23][CH2:24]OS(C)(=O)=O)[N:22]=2)=[O:7])[CH2:5][CH2:4][CH2:3][CH2:2]1.[SH:31][C:32]1[CH:37]=[CH:36][CH:35]=[CH:34][N:33]=1. No catalyst specified. The product is [CH:1]1([C:6]([C:8]2[CH:13]=[C:12]([CH3:14])[CH:11]=[CH:10][C:9]=2[NH:15][C:16]([NH:17][C:18]2[S:19][CH:20]=[C:21]([CH2:23][CH2:24][S:31][C:32]3[CH:37]=[CH:36][CH:35]=[CH:34][N:33]=3)[N:22]=2)=[O:30])=[O:7])[CH2:2][CH2:3][CH2:4][CH2:5]1. The yield is 4.67. (5) The reactants are [OH-].[K+].C([O:6][CH2:7][C@@H:8]([O:47]C(=O)C)[CH2:9][N:10](C(=O)C)[C:11]1[CH:16]=[CH:15][C:14]([CH2:17][CH2:18][S:19]([N:22]2[CH2:42][CH2:41][C:25]3([N:29]=[C:28]([C:30]4[CH:35]=[CH:34][C:33]([C:36]([F:39])([F:38])[F:37])=[CH:32][CH:31]=4)[NH:27][C:26]3=[O:40])[CH2:24][CH2:23]2)(=[O:21])=[O:20])=[C:13]([CH3:43])[CH:12]=1)(=O)C. The catalyst is CO. The product is [OH:47][C@H:8]([CH2:7][OH:6])[CH2:9][NH:10][C:11]1[CH:16]=[CH:15][C:14]([CH2:17][CH2:18][S:19]([N:22]2[CH2:23][CH2:24][C:25]3([N:29]=[C:28]([C:30]4[CH:35]=[CH:34][C:33]([C:36]([F:39])([F:38])[F:37])=[CH:32][CH:31]=4)[NH:27][C:26]3=[O:40])[CH2:41][CH2:42]2)(=[O:21])=[O:20])=[C:13]([CH3:43])[CH:12]=1. The yield is 0.910. (6) The reactants are S1[CH:5]=[CH:4][N:3]=[C:2]1[NH:6][C:7](=[O:25])[CH:8]([N:13]1[C:21]2[C:16](=[CH:17][C:18]([O:22][CH3:23])=[CH:19][CH:20]=2)[CH2:15][C:14]1=[O:24])[CH2:9][CH:10]([CH3:12])[CH3:11].S(Cl)(Cl)=O.[CH:30]1C=CC=C[CH:31]=1. No catalyst specified. The product is [N:3]1[CH:4]=[CH:5][CH:31]=[CH:30][C:2]=1[NH:6][C:7](=[O:25])[CH:8]([N:13]1[C:21]2[C:16](=[CH:17][C:18]([O:22][CH3:23])=[CH:19][CH:20]=2)[CH2:15][C:14]1=[O:24])[CH2:9][CH:10]([CH3:12])[CH3:11]. The yield is 0.0600. (7) The reactants are [F:1][C:2]([F:16])([F:15])[C:3]1[O:7][N:6]=[C:5]([C:8]2[CH:9]=[C:10]([CH:12]=[CH:13][CH:14]=2)[NH2:11])[N:4]=1.[F:17][C:18]1[CH:23]=[CH:22][C:21]([C:24]2[N:25]=[C:26]([CH2:29][CH2:30][C:31](O)=[O:32])[S:27][CH:28]=2)=[CH:20][CH:19]=1. The product is [F:17][C:18]1[CH:19]=[CH:20][C:21]([C:24]2[N:25]=[C:26]([CH2:29][CH2:30][C:31]([NH:11][C:10]3[CH:12]=[CH:13][CH:14]=[C:8]([C:5]4[N:4]=[C:3]([C:2]([F:15])([F:1])[F:16])[O:7][N:6]=4)[CH:9]=3)=[O:32])[S:27][CH:28]=2)=[CH:22][CH:23]=1. No catalyst specified. The yield is 0.430. (8) The reactants are Cl[C:2]1[CH:7]=[C:6]([NH:8][C:9]2[CH:18]=[CH:17][CH:16]=[CH:15][C:10]=2[C:11]([NH:13][CH3:14])=[O:12])[C:5]([Cl:19])=[CH:4][N:3]=1.[CH3:20][N:21]1[C:25]([CH3:26])=[C:24]([NH2:27])[CH:23]=[N:22]1.C1C=CC(P(C2C(C3C(P(C4C=CC=CC=4)C4C=CC=CC=4)=CC=C4C=3C=CC=C4)=C3C(C=CC=C3)=CC=2)C2C=CC=CC=2)=CC=1.C(=O)([O-])[O-].[Cs+].[Cs+]. The catalyst is O1CCOCC1.C([O-])(=O)C.[Pd+2].C([O-])(=O)C. The product is [Cl:19][C:5]1[C:6]([NH:8][C:9]2[CH:18]=[CH:17][CH:16]=[CH:15][C:10]=2[C:11]([NH:13][CH3:14])=[O:12])=[CH:7][C:2]([NH:27][C:24]2[CH:23]=[N:22][N:21]([CH3:20])[C:25]=2[CH3:26])=[N:3][CH:4]=1. The yield is 0.114. (9) The reactants are [OH:1][C:2]1[CH:11]=[CH:10][C:5]([C:6]([O:8][CH3:9])=[O:7])=[CH:4][C:3]=1[CH3:12].Br[CH2:14][CH2:15][CH2:16][OH:17].C(=O)([O-])[O-].[Cs+].[Cs+]. The catalyst is CN(C=O)C. The product is [OH:17][CH2:16][CH2:15][CH2:14][O:1][C:2]1[CH:11]=[CH:10][C:5]([C:6]([O:8][CH3:9])=[O:7])=[CH:4][C:3]=1[CH3:12]. The yield is 0.460.